Dataset: Forward reaction prediction with 1.9M reactions from USPTO patents (1976-2016). Task: Predict the product of the given reaction. (1) Given the reactants [Cl:1][C:2]1[CH:3]=[C:4]([CH:19]=[CH:20][C:21]=1[C:22](O)=[O:23])[C:5]([NH:7][CH2:8][C:9]1[NH:13][C:12]2[CH:14]=[CH:15][C:16]([Cl:18])=[CH:17][C:11]=2[N:10]=1)=[O:6].[CH3:25][CH:26]1[CH2:31][CH2:30][CH2:29][NH:28][CH2:27]1.CN(C(ON1N=NC2C=CC=CC1=2)=[N+](C)C)C.[B-](F)(F)(F)F.C(N(CC)CC)C, predict the reaction product. The product is: [Cl:1][C:2]1[CH:3]=[C:4]([CH:19]=[CH:20][C:21]=1[C:22]([N:28]1[CH2:29][CH2:30][CH2:31][CH:26]([CH3:25])[CH2:27]1)=[O:23])[C:5]([NH:7][CH2:8][C:9]1[NH:13][C:12]2[CH:14]=[CH:15][C:16]([Cl:18])=[CH:17][C:11]=2[N:10]=1)=[O:6]. (2) Given the reactants [CH3:1][O:2][C:3](=[O:15])[C:4]1[CH:9]=[C:8]([S:10]([CH3:13])(=[O:12])=[O:11])[CH:7]=[CH:6][C:5]=1Cl.[CH3:16][C:17]12[CH2:24][CH:21]([NH:22][CH2:23]1)[CH2:20][C:19]([CH3:26])([CH3:25])[CH2:18]2, predict the reaction product. The product is: [CH3:1][O:2][C:3](=[O:15])[C:4]1[CH:9]=[C:8]([S:10]([CH3:13])(=[O:12])=[O:11])[CH:7]=[CH:6][C:5]=1[N:22]1[CH2:23][C:17]2([CH3:16])[CH2:24][CH:21]1[CH2:20][C:19]([CH3:26])([CH3:25])[CH2:18]2.